Dataset: Forward reaction prediction with 1.9M reactions from USPTO patents (1976-2016). Task: Predict the product of the given reaction. Given the reactants [Br:1][C:2]1[C:9]([CH3:10])=[CH:8][CH:7]=[C:6](F)[C:3]=1[C:4]#[N:5].O.[NH2:13][NH2:14], predict the reaction product. The product is: [Br:1][C:2]1[C:9]([CH3:10])=[CH:8][CH:7]=[C:6]2[C:3]=1[C:4]([NH2:5])=[N:13][NH:14]2.